From a dataset of Catalyst prediction with 721,799 reactions and 888 catalyst types from USPTO. Predict which catalyst facilitates the given reaction. (1) Reactant: [CH:1]1([C:4]2[C:5]([CH2:18][N:19]3[CH2:24][CH2:23][CH:22]([O:25]S(C)(=O)=O)[CH2:21][CH2:20]3)=[CH:6][C:7]([F:17])=[C:8]([CH:16]=2)[C:9]([O:11][C:12]([CH3:15])([CH3:14])[CH3:13])=[O:10])[CH2:3][CH2:2]1.[Cl:30][C:31]1[CH:36]=[CH:35][C:34](O)=[CH:33][C:32]=1[C:38]([F:41])([F:40])[F:39].C(=O)([O-])[O-].[K+].[K+]. Product: [Cl:30][C:31]1[CH:36]=[CH:35][C:34]([O:25][CH:22]2[CH2:23][CH2:24][N:19]([CH2:18][C:5]3[C:4]([CH:1]4[CH2:3][CH2:2]4)=[CH:16][C:8]([C:9]([O:11][C:12]([CH3:15])([CH3:14])[CH3:13])=[O:10])=[C:7]([F:17])[CH:6]=3)[CH2:20][CH2:21]2)=[CH:33][C:32]=1[C:38]([F:39])([F:40])[F:41]. The catalyst class is: 13. (2) Reactant: Br[C:2]1[C:11]([N:12]2[CH2:17][CH2:16][CH2:15][CH2:14][C@@H:13]2[CH3:18])=[N:10][C:9]2[C:4](=[CH:5][CH:6]=[C:7]([C:19]([O:21][CH3:22])=[O:20])[CH:8]=2)[N:3]=1.[CH3:23][C:24]1[NH:25][C:26]2[C:31]([CH:32]=1)=[CH:30][C:29](B1OC(C)(C)C(C)(C)O1)=[CH:28][CH:27]=2.C(=O)([O-])[O-].[Na+].[Na+].O. Product: [CH3:23][C:24]1[NH:25][C:26]2[C:31]([CH:32]=1)=[CH:30][C:29]([C:2]1[C:11]([N:12]3[CH2:17][CH2:16][CH2:15][CH2:14][C@@H:13]3[CH3:18])=[N:10][C:9]3[C:4](=[CH:5][CH:6]=[C:7]([C:19]([O:21][CH3:22])=[O:20])[CH:8]=3)[N:3]=1)=[CH:28][CH:27]=2. The catalyst class is: 104. (3) Reactant: [CH2:1]([N:5]1[CH2:9][CH2:8][CH:7]([S:10]([C:13]2[CH:18]=[CH:17][C:16]([OH:19])=[CH:15][CH:14]=2)(=[O:12])=[O:11])[CH2:6]1)[CH2:2][CH:3]=[CH2:4].Br[C:21]1[CH:22]=[N:23][CH:24]=[CH:25][CH:26]=1.C([O-])([O-])=O.[K+].[K+]. Product: [N:23]1[CH:24]=[CH:25][CH:26]=[C:21]([CH:4]=[CH:3][CH2:2][CH2:1][N:5]2[CH2:9][CH2:8][CH:7]([S:10]([C:13]3[CH:14]=[CH:15][C:16]([OH:19])=[CH:17][CH:18]=3)(=[O:12])=[O:11])[CH2:6]2)[CH:22]=1. The catalyst class is: 3.